This data is from Catalyst prediction with 721,799 reactions and 888 catalyst types from USPTO. The task is: Predict which catalyst facilitates the given reaction. (1) Product: [C:1]([C:5]1[CH:10]=[CH:9][CH:8]=[CH:7][C:6]=1[N:11]1[CH2:16][CH2:15][N:14]([C:17](=[O:34])[C:18]([NH:20][CH:21]2[CH2:26][CH2:25][N:24]([C:27](=[O:33])[C:28]([OH:30])=[O:29])[CH2:23][CH2:22]2)=[O:19])[CH2:13][CH2:12]1)([CH3:4])([CH3:2])[CH3:3]. The catalyst class is: 7. Reactant: [C:1]([C:5]1[CH:10]=[CH:9][CH:8]=[CH:7][C:6]=1[N:11]1[CH2:16][CH2:15][N:14]([C:17](=[O:34])[C:18]([NH:20][CH:21]2[CH2:26][CH2:25][N:24]([C:27](=[O:33])[C:28]([O:30]CC)=[O:29])[CH2:23][CH2:22]2)=[O:19])[CH2:13][CH2:12]1)([CH3:4])([CH3:3])[CH3:2].[Li+].[OH-].Cl. (2) Reactant: Cl[CH2:2][CH2:3][CH2:4][O:5][C:6]1[CH:7]=[C:8]2[CH:14]=[C:13]([C:15]([N:17]3[CH2:22][CH2:21][C:20]([F:24])([F:23])[CH2:19][CH2:18]3)=[O:16])[NH:12][C:9]2=[N:10][CH:11]=1.Cl.[CH3:26][C@H:27]1[CH2:31][CH2:30][CH2:29][NH:28]1.C(=O)([O-])[O-].[K+].[K+]. Product: [F:23][C:20]1([F:24])[CH2:21][CH2:22][N:17]([C:15]([C:13]2[NH:12][C:9]3=[N:10][CH:11]=[C:6]([O:5][CH2:4][CH2:3][CH2:2][N:28]4[CH2:29][CH2:30][CH2:31][C@@H:27]4[CH3:26])[CH:7]=[C:8]3[CH:14]=2)=[O:16])[CH2:18][CH2:19]1. The catalyst class is: 10.